Dataset: Forward reaction prediction with 1.9M reactions from USPTO patents (1976-2016). Task: Predict the product of the given reaction. (1) Given the reactants [CH3:1][O:2][C:3]1[CH:4]=[CH:5][C:6]([C:11]([C:21]2[CH:22]=[CH:23][C:24]([Cl:27])=[CH:25][CH:26]=2)=[CH:12][C:13]([N:15]2[CH2:20][CH2:19][O:18][CH2:17][CH2:16]2)=[O:14])=[CH:7][C:8]=1[O:9][CH3:10].C(S([O-])(=O)=[O:41])CCCCCCCCCCC.[Na+], predict the reaction product. The product is: [CH3:1][O:2][C:3]1[CH:4]=[CH:5][C:6]([C:11]([C:21]2[CH:22]=[CH:23][C:24]([Cl:27])=[CH:25][CH:26]=2)=[CH:12][C:13]([N:15]2[CH2:16][CH2:17][O:18][CH2:19][CH2:20]2)=[O:14])=[CH:7][C:8]=1[O:9][CH3:10].[OH2:41]. (2) Given the reactants [Si]([O:8][C@@H:9]([CH3:36])[C@@H:10]([NH:26][C:27]1[CH:34]=[CH:33][C:30]([C:31]#[N:32])=[C:29]([Cl:35])[CH:28]=1)[C:11]1[O:12][C:13]([C:16]2[CH:21]=[CH:20][C:19]([S:22]([CH3:25])(=[O:24])=[O:23])=[CH:18][CH:17]=2)=[N:14][N:15]=1)(C(C)(C)C)(C)C.CCCC[N+](CCCC)(CCCC)CCCC.[F-], predict the reaction product. The product is: [Cl:35][C:29]1[CH:28]=[C:27]([NH:26][C@@H:10]([C:11]2[O:12][C:13]([C:16]3[CH:21]=[CH:20][C:19]([S:22]([CH3:25])(=[O:24])=[O:23])=[CH:18][CH:17]=3)=[N:14][N:15]=2)[C@@H:9]([OH:8])[CH3:36])[CH:34]=[CH:33][C:30]=1[C:31]#[N:32]. (3) Given the reactants [Cl:1][C:2]1[CH:3]=[C:4]2[C:10]3([CH2:14][CH2:13][N:12]([CH2:15][C:16]([O:18]C)=O)[CH2:11]3)[CH2:9][N:8]([C:20](=[O:28])[NH:21][C:22]3[S:23][C:24]([Cl:27])=[CH:25][N:26]=3)[C:5]2=[CH:6][CH:7]=1.[CH3:29][NH2:30].O1CCCC1.N.CO, predict the reaction product. The product is: [Cl:1][C:2]1[CH:3]=[C:4]2[C:10]3([CH2:14][CH2:13][N:12]([CH2:15][C:16]([NH:30][CH3:29])=[O:18])[CH2:11]3)[CH2:9][N:8]([C:20]([NH:21][C:22]3[S:23][C:24]([Cl:27])=[CH:25][N:26]=3)=[O:28])[C:5]2=[CH:6][CH:7]=1. (4) Given the reactants [NH2:1][C:2]1[C:3]([Cl:25])=[N:4][C:5]2[C:10]([C:11]=1[NH:12][CH2:13][CH2:14][CH2:15][CH2:16][NH:17][C:18](=[O:24])[O:19][C:20]([CH3:23])([CH3:22])[CH3:21])=[CH:9][CH:8]=[CH:7][CH:6]=2.[N:26]#[C:27]Br, predict the reaction product. The product is: [NH2:26][C:27]1[N:12]([CH2:13][CH2:14][CH2:15][CH2:16][NH:17][C:18](=[O:24])[O:19][C:20]([CH3:21])([CH3:22])[CH3:23])[C:11]2[C:10]3[CH:9]=[CH:8][CH:7]=[CH:6][C:5]=3[N:4]=[C:3]([Cl:25])[C:2]=2[N:1]=1. (5) Given the reactants [OH-].[K+].C(=O)(OC)[O:4][C:5]1[CH:10]=[C:9]([N+:11]([O-:13])=[O:12])[C:8]([C:14]([CH3:17])([CH3:16])[CH3:15])=[CH:7][C:6]=1[Cl:18].Cl, predict the reaction product. The product is: [C:14]([C:8]1[C:9]([N+:11]([O-:13])=[O:12])=[CH:10][C:5]([OH:4])=[C:6]([Cl:18])[CH:7]=1)([CH3:17])([CH3:15])[CH3:16]. (6) Given the reactants Br.C[O:3][C:4]1[C:13]2[C:8](=[CH:9][CH:10]=[CH:11][CH:12]=2)[C:7]([C:14]2[N:15]3[CH2:22][CH2:21][N:20]=[C:16]3[S:17][C:18]=2[CH3:19])=[CH:6][CH:5]=1.B(Br)(Br)Br.Br, predict the reaction product. The product is: [OH:3][C:4]1[C:13]2[C:8](=[CH:9][CH:10]=[CH:11][CH:12]=2)[C:7]([C:14]2[N:15]3[CH2:22][CH2:21][N:20]=[C:16]3[S:17][C:18]=2[CH3:19])=[CH:6][CH:5]=1. (7) Given the reactants [OH:1][CH:2]([C:13]1[CH:18]=[CH:17][CH:16]=[CH:15][CH:14]=1)[CH2:3][O:4][C:5]1[CH:6]=[C:7]([CH:10]=[CH:11][CH:12]=1)[CH:8]=[O:9].[C:19](#[N:21])[CH3:20], predict the reaction product. The product is: [OH:9][CH:8]([C:7]1[CH:10]=[CH:11][CH:12]=[C:5]([O:4][CH2:3][CH:2]([OH:1])[C:13]2[CH:18]=[CH:17][CH:16]=[CH:15][CH:14]=2)[CH:6]=1)[CH2:20][C:19]#[N:21].